Dataset: NCI-60 drug combinations with 297,098 pairs across 59 cell lines. Task: Regression. Given two drug SMILES strings and cell line genomic features, predict the synergy score measuring deviation from expected non-interaction effect. (1) Drug 1: CC1=C(C=C(C=C1)C(=O)NC2=CC(=CC(=C2)C(F)(F)F)N3C=C(N=C3)C)NC4=NC=CC(=N4)C5=CN=CC=C5. Drug 2: CC12CCC3C(C1CCC2O)C(CC4=C3C=CC(=C4)O)CCCCCCCCCS(=O)CCCC(C(F)(F)F)(F)F. Cell line: HOP-62. Synergy scores: CSS=1.58, Synergy_ZIP=-1.08, Synergy_Bliss=-2.74, Synergy_Loewe=2.35, Synergy_HSA=-1.91. (2) Drug 1: C1=CC(=CC=C1CCCC(=O)O)N(CCCl)CCCl. Drug 2: C1CN(P(=O)(OC1)NCCCl)CCCl. Cell line: UACC-257. Synergy scores: CSS=-0.332, Synergy_ZIP=1.42, Synergy_Bliss=-7.49, Synergy_Loewe=-13.8, Synergy_HSA=-8.15. (3) Drug 1: C1=C(C(=O)NC(=O)N1)N(CCCl)CCCl. Drug 2: CC=C1C(=O)NC(C(=O)OC2CC(=O)NC(C(=O)NC(CSSCCC=C2)C(=O)N1)C(C)C)C(C)C. Cell line: NCIH23. Synergy scores: CSS=46.2, Synergy_ZIP=-2.80, Synergy_Bliss=-4.67, Synergy_Loewe=-18.4, Synergy_HSA=-1.34.